The task is: Regression. Given a peptide amino acid sequence and an MHC pseudo amino acid sequence, predict their binding affinity value. This is MHC class I binding data.. This data is from Peptide-MHC class I binding affinity with 185,985 pairs from IEDB/IMGT. (1) The peptide sequence is LAYFPVFRFLNGS. The MHC is HLA-A30:02 with pseudo-sequence HLA-A30:02. The binding affinity (normalized) is 0. (2) The peptide sequence is LVAPHMAMM. The MHC is HLA-B18:01 with pseudo-sequence HLA-B18:01. The binding affinity (normalized) is 0.0847. (3) The peptide sequence is MEFWLVAAL. The MHC is HLA-A30:01 with pseudo-sequence HLA-A30:01. The binding affinity (normalized) is 0.0847.